Dataset: Forward reaction prediction with 1.9M reactions from USPTO patents (1976-2016). Task: Predict the product of the given reaction. (1) Given the reactants [CH3:1][O:2][C:3]1[CH:4]=[C:5]2[C:10](=[CH:11][C:12]=1[O:13][CH3:14])[N:9]=[CH:8][N:7]=[C:6]2[O:15][C:16]1[CH:22]=[CH:21][C:19]([NH2:20])=[CH:18][CH:17]=1.ClC(Cl)(O[C:27](=[O:33])OC(Cl)(Cl)Cl)Cl.[CH:35]1([CH2:41][N:42]2[CH2:46][CH2:45][CH:44]([NH2:47])[CH2:43]2)[CH2:40][CH2:39][CH2:38][CH2:37][CH2:36]1.C(=O)([O-])O.[Na+], predict the reaction product. The product is: [CH:35]1([CH2:41][N:42]2[CH2:46][CH2:45][CH:44]([NH:47][C:27]([NH:20][C:19]3[CH:21]=[CH:22][C:16]([O:15][C:6]4[C:5]5[C:10](=[CH:11][C:12]([O:13][CH3:14])=[C:3]([O:2][CH3:1])[CH:4]=5)[N:9]=[CH:8][N:7]=4)=[CH:17][CH:18]=3)=[O:33])[CH2:43]2)[CH2:36][CH2:37][CH2:38][CH2:39][CH2:40]1. (2) Given the reactants Cl[C:2]1[N:7]=[C:6]([S:8][CH2:9][CH3:10])[N:5]([C:11]2[CH:16]=[CH:15][CH:14]=[CH:13][CH:12]=2)[C:4](=[O:17])[CH:3]=1.[C:18]([O:27]C)(=[O:26])[C:19]1[C:20](=[CH:22][CH:23]=[CH:24][CH:25]=1)[NH2:21].C(=O)([O-])[O-].[K+].[K+].C1C=CC(P(C2C(C3C(P(C4C=CC=CC=4)C4C=CC=CC=4)=CC=C4C=3C=CC=C4)=C3C(C=CC=C3)=CC=2)C2C=CC=CC=2)=CC=1, predict the reaction product. The product is: [CH2:9]([S:8][C:6]1[N:5]([C:11]2[CH:16]=[CH:15][CH:14]=[CH:13][CH:12]=2)[C:4](=[O:17])[CH:3]=[C:2]([NH:21][C:20]2[CH:22]=[CH:23][CH:24]=[CH:25][C:19]=2[C:18]([OH:27])=[O:26])[N:7]=1)[CH3:10]. (3) Given the reactants FC(F)(F)C(O)=O.FC(F)(F)C(O)=O.[NH2:15][CH2:16][C@H:17]1[CH2:22][CH2:21][C@H:20]([N:23]2[C:27]3=[C:28]4[S:34][CH:33]=[CH:32][C:29]4=[N:30][CH:31]=[C:26]3[N:25]=[C:24]2[C@H:35]([OH:37])[CH3:36])[CH2:19][CH2:18]1.C(N(CC)CC)C.[C:45](=O)([O:56][CH:57]1[CH2:61][CH2:60][O:59][CH2:58]1)[O:46]C1C=CC([N+]([O-])=O)=CC=1, predict the reaction product. The product is: [OH:37][C@@H:35]([C:24]1[N:23]([C@H:20]2[CH2:21][CH2:22][C@H:17]([CH2:16][NH:15][C:45](=[O:46])[O:56][CH:57]3[CH2:61][CH2:60][O:59][CH2:58]3)[CH2:18][CH2:19]2)[C:27]2=[C:28]3[S:34][CH:33]=[CH:32][C:29]3=[N:30][CH:31]=[C:26]2[N:25]=1)[CH3:36]. (4) Given the reactants [CH3:1][C:2]([N:8]1[CH2:13][CH2:12][C:11](=O)[CH2:10][CH2:9]1)([CH3:7])[C:3]([O:5][CH3:6])=[O:4].[F:15][C:16]([F:32])([F:31])[C:17]1[CH:22]=[CH:21][C:20]([C:23]2[CH:28]=[CH:27][C:26]([CH2:29][NH2:30])=[CH:25][CH:24]=2)=[CH:19][CH:18]=1.C(O)(=O)C.C(O[BH-](OC(=O)C)OC(=O)C)(=O)C.[Na+].C(=O)([O-])[O-].[Na+].[Na+], predict the reaction product. The product is: [CH3:1][C:2]([N:8]1[CH2:13][CH2:12][CH:11]([NH:30][CH2:29][C:26]2[CH:25]=[CH:24][C:23]([C:20]3[CH:21]=[CH:22][C:17]([C:16]([F:15])([F:31])[F:32])=[CH:18][CH:19]=3)=[CH:28][CH:27]=2)[CH2:10][CH2:9]1)([CH3:7])[C:3]([O:5][CH3:6])=[O:4]. (5) Given the reactants C[O:2][C:3]([C:5]1[C:6]([C:24]2[CH:29]=[CH:28][C:27]([C:30]([OH:32])=O)=[CH:26][CH:25]=2)=[CH:7][CH:8]=[C:9]([C:11]2[S:12][CH:13]=[C:14]([C:16]3[CH:21]=[CH:20][C:19]([Cl:22])=[C:18]([Cl:23])[CH:17]=3)[N:15]=2)[CH:10]=1)=[O:4].[C:33]([N:36]1[CH2:41][CH2:40][NH:39][CH2:38][CH2:37]1)(=[O:35])[CH3:34], predict the reaction product. The product is: [C:33]([N:36]1[CH2:41][CH2:40][N:39]([C:30]([C:27]2[CH:26]=[CH:25][C:24]([C:6]3[C:5]([C:3]([OH:2])=[O:4])=[CH:10][C:9]([C:11]4[S:12][CH:13]=[C:14]([C:16]5[CH:21]=[CH:20][C:19]([Cl:22])=[C:18]([Cl:23])[CH:17]=5)[N:15]=4)=[CH:8][CH:7]=3)=[CH:29][CH:28]=2)=[O:32])[CH2:38][CH2:37]1)(=[O:35])[CH3:34]. (6) Given the reactants [F:1][C:2]1[CH:16]=[CH:15][C:5]([CH2:6][N:7]2[CH:11]=[CH:10][CH:9]=[C:8]2[C:12]([OH:14])=O)=[CH:4][CH:3]=1.[CH2:17]([O:19][C:20](=[O:28])[CH2:21][C:22]1[N:23]=[C:24]([NH2:27])[S:25][CH:26]=1)[CH3:18], predict the reaction product. The product is: [CH2:17]([O:19][C:20](=[O:28])[CH2:21][C:22]1[N:23]=[C:24]([NH:27][C:12]([C:8]2[N:7]([CH2:6][C:5]3[CH:4]=[CH:3][C:2]([F:1])=[CH:16][CH:15]=3)[CH:11]=[CH:10][CH:9]=2)=[O:14])[S:25][CH:26]=1)[CH3:18].